Regression. Given a peptide amino acid sequence and an MHC pseudo amino acid sequence, predict their binding affinity value. This is MHC class II binding data. From a dataset of Peptide-MHC class II binding affinity with 134,281 pairs from IEDB. (1) The peptide sequence is LYKGVYELQTLELNM. The MHC is DRB1_0101 with pseudo-sequence DRB1_0101. The binding affinity (normalized) is 0.928. (2) The peptide sequence is LGIISHLLKTRDNSV. The MHC is DRB3_0101 with pseudo-sequence DRB3_0101. The binding affinity (normalized) is 0.163. (3) The peptide sequence is AFILDGDNLFMKV. The MHC is HLA-DQA10501-DQB10201 with pseudo-sequence HLA-DQA10501-DQB10201. The binding affinity (normalized) is 0.398. (4) The peptide sequence is LMTSPKWVQMCSRTL. The MHC is DRB5_0101 with pseudo-sequence DRB5_0101. The binding affinity (normalized) is 0.905. (5) The peptide sequence is STGGAYDTYKCIPSL. The MHC is DRB3_0101 with pseudo-sequence DRB3_0101. The binding affinity (normalized) is 0.230. (6) The peptide sequence is GELQIVDKIDAAFKW. The MHC is DRB1_0802 with pseudo-sequence DRB1_0802. The binding affinity (normalized) is 0.428.